Dataset: In vitro SARS-CoV-2 activity screen of 1,480 approved drugs from Prestwick library. Task: Binary Classification. Given a drug SMILES string, predict its activity (active/inactive) in a high-throughput screening assay against a specified biological target. The drug is CCOC(=O)c1cncn1C(C)c1ccccc1. The result is 0 (inactive).